Dataset: CYP2C19 inhibition data for predicting drug metabolism from PubChem BioAssay. Task: Regression/Classification. Given a drug SMILES string, predict its absorption, distribution, metabolism, or excretion properties. Task type varies by dataset: regression for continuous measurements (e.g., permeability, clearance, half-life) or binary classification for categorical outcomes (e.g., BBB penetration, CYP inhibition). Dataset: cyp2c19_veith. The result is 1 (inhibitor). The drug is c1cc2c3c(c1)c1c(n3CCNC2)CCCC1.